From a dataset of Forward reaction prediction with 1.9M reactions from USPTO patents (1976-2016). Predict the product of the given reaction. (1) Given the reactants [Cl:1][C:2]1[C:10]([O:11][C:12]([C:15]#[N:16])([CH3:14])[CH3:13])=[CH:9][CH:8]=[CH:7][C:3]=1[C:4]([OH:6])=O.CN(C)C=O.[NH2:22][C:23]1[CH:24]=[C:25]([CH:40]=[CH:41][C:42]=1[F:43])[O:26][C:27]1[N:32]=[C:31]2[S:33][C:34]([NH:36][C:37](=[O:39])[CH3:38])=[N:35][C:30]2=[CH:29][CH:28]=1.O, predict the reaction product. The product is: [C:37]([NH:36][C:34]1[S:33][C:31]2[C:30]([N:35]=1)=[CH:29][CH:28]=[C:27]([O:26][C:25]1[CH:40]=[CH:41][C:42]([F:43])=[C:23]([NH:22][C:4](=[O:6])[C:3]3[CH:7]=[CH:8][CH:9]=[C:10]([O:11][C:12]([C:15]#[N:16])([CH3:14])[CH3:13])[C:2]=3[Cl:1])[CH:24]=1)[N:32]=2)(=[O:39])[CH3:38]. (2) Given the reactants [NH2:1][CH2:2][CH:3]([OH:23])[CH2:4][N:5]1[CH2:10][CH2:9][N:8]([CH2:11][C:12]([NH:14][C:15]2[C:20]([CH3:21])=[CH:19][CH:18]=[CH:17][C:16]=2[CH3:22])=[O:13])[CH2:7][CH2:6]1.C(N(CC)CC)C.Cl[C:32]1[S:33][C:34]2[CH:40]=[CH:39][CH:38]=[CH:37][C:35]=2[N:36]=1, predict the reaction product. The product is: [S:33]1[C:34]2[CH:40]=[CH:39][CH:38]=[CH:37][C:35]=2[N:36]=[C:32]1[NH:1][CH2:2][CH:3]([OH:23])[CH2:4][N:5]1[CH2:10][CH2:9][N:8]([CH2:11][C:12]([NH:14][C:15]2[C:20]([CH3:21])=[CH:19][CH:18]=[CH:17][C:16]=2[CH3:22])=[O:13])[CH2:7][CH2:6]1. (3) Given the reactants [CH3:1][C:2]1[CH:24]=[CH:23][C:22]([N+:25]([O-])=O)=[CH:21][C:3]=1[NH:4][C:5]1[CH:10]=[C:9]([C:11]([F:14])([F:13])[F:12])[N:8]=[C:7]([C:15]2[CH:20]=[CH:19][N:18]=[CH:17][CH:16]=2)[N:6]=1.[Sn](Cl)(Cl)(Cl)Cl.[OH-].[Na+], predict the reaction product. The product is: [NH2:25][C:22]1[CH:23]=[CH:24][C:2]([CH3:1])=[C:3]([CH:21]=1)[NH:4][C:5]1[CH:10]=[C:9]([C:11]([F:13])([F:14])[F:12])[N:8]=[C:7]([C:15]2[CH:20]=[CH:19][N:18]=[CH:17][CH:16]=2)[N:6]=1. (4) Given the reactants F[C:2]1[CH:3]=[C:4]([CH:7]=[C:8](F)[CH:9]=1)[CH:5]=O.[CH2:11]([O:18][C:19]([NH:21][CH:22](P(OC)(OC)=O)[C:23]([O:25][CH3:26])=[O:24])=[O:20])[C:12]1[CH:17]=[CH:16][CH:15]=[CH:14][CH:13]=1, predict the reaction product. The product is: [CH2:11]([O:18][C:19]([NH:21]/[C:22](=[CH:5]\[C:4]1[CH:7]=[CH:8][CH:9]=[CH:2][CH:3]=1)/[C:23]([O:25][CH3:26])=[O:24])=[O:20])[C:12]1[CH:13]=[CH:14][CH:15]=[CH:16][CH:17]=1. (5) Given the reactants Cl[C:2]1[C:3]([N:8]2[CH2:13][CH2:12][N:11]([C:14]([O:16][C:17]([CH3:20])([CH3:19])[CH3:18])=[O:15])[CH2:10][C@H:9]2[CH3:21])=[N:4][CH:5]=[CH:6][N:7]=1.[CH2:22]([OH:25])[CH2:23][OH:24].CC([O-])(C)C.[K+], predict the reaction product. The product is: [OH:24][CH2:23][CH2:22][O:25][C:2]1[C:3]([N:8]2[CH2:13][CH2:12][N:11]([C:14]([O:16][C:17]([CH3:20])([CH3:19])[CH3:18])=[O:15])[CH2:10][C@H:9]2[CH3:21])=[N:4][CH:5]=[CH:6][N:7]=1. (6) The product is: [Cl:1][C:2]1[CH:7]=[CH:6][CH:5]=[CH:4][C:3]=1[N:8]1[C:12]([C:13]([OH:15])=[O:14])=[C:11]([CH3:18])[CH:10]=[N:9]1. Given the reactants [Cl:1][C:2]1[CH:7]=[CH:6][CH:5]=[CH:4][C:3]=1[N:8]1[C:12]([C:13]([O:15]CC)=[O:14])=[C:11]([CH3:18])[CH:10]=[N:9]1.[OH-].[Na+], predict the reaction product.